Task: Predict the reaction yield, written as a fraction of the theoretical maximum amount of product (1.0 means a 100% yield; for example, 0.34 means a 34% yield).. Dataset: Reaction yield outcomes from USPTO patents with 853,638 reactions (1) The reactants are [O:1]1[CH2:6][CH2:5][CH:4]([O:7][C:8]2[CH:15]=[CH:14][C:13](B3OC(C)(C)C(C)(C)O3)=[CH:12][C:9]=2[C:10]#[N:11])[CH2:3][CH2:2]1.[Cl:25][C:26]1[N:31]=[C:30](Cl)[CH:29]=[CH:28][N:27]=1.C([O-])([O-])=O.[K+].[K+]. The catalyst is O1CCOCC1.O.C1C=CC([P]([Pd]([P](C2C=CC=CC=2)(C2C=CC=CC=2)C2C=CC=CC=2)([P](C2C=CC=CC=2)(C2C=CC=CC=2)C2C=CC=CC=2)[P](C2C=CC=CC=2)(C2C=CC=CC=2)C2C=CC=CC=2)(C2C=CC=CC=2)C2C=CC=CC=2)=CC=1. The product is [Cl:25][C:26]1[N:31]=[C:30]([C:13]2[CH:14]=[CH:15][C:8]([O:7][CH:4]3[CH2:3][CH2:2][O:1][CH2:6][CH2:5]3)=[C:9]([CH:12]=2)[C:10]#[N:11])[CH:29]=[CH:28][N:27]=1. The yield is 0.980. (2) The reactants are Cl[C:2]1[CH:3]=[CH:4][C:5]2[N:12]3[CH2:13][C@H:8]([CH2:9][CH2:10][CH2:11]3)[NH:7][C:6]=2[N:14]=1.[F:15][C:16]([F:23])([F:22])[C@H:17]1[CH2:21][CH2:20][CH2:19]N1.[CH3:24]C([O-])(C)C.[K+]. The catalyst is COCCOC.CCOC(C)=O.CCCCCC.C1(C=CC[Pd+])C=CC=CC=1. The product is [F:15][C:16]([F:23])([F:22])[C@@H:17]1[CH2:24][CH2:19][CH2:20][CH:21]1[C:2]1[CH:3]=[CH:4][CH:5]2[N:12]3[CH2:13][C@H:8]([CH2:9][CH2:10][CH2:11]3)[NH:7][CH:6]2[N:14]=1. The yield is 0.646. (3) The reactants are [C:1](#[N:3])[CH3:2].C([N-]C(C)C)(C)C.[Li+].CCCCCCC.[CH2:19]1[CH2:23][O:22][CH2:21][CH2:20]1.[CH2:24]([C:26]1[CH:31]=[CH:30][CH:29]=[CH:28][CH:27]=1)C.[Cl-].[NH4+].[CH2:34]1C[O:37][CH2:36][CH2:35]1. No catalyst specified. The product is [OH:37][CH:36]([C:35]1[CH:23]=[CH:19][CH:20]=[C:21]([O:22][CH2:24][C:26]2[CH:27]=[CH:28][CH:29]=[CH:30][CH:31]=2)[CH:34]=1)[CH2:2][C:1]#[N:3]. The yield is 0.670. (4) The reactants are [C:1]([C:6]1[CH:7]=[CH:8][C:9]([O:15][CH3:16])=[C:10]([CH:14]=1)[C:11]([OH:13])=O)(=[O:5])[CH:2]([CH3:4])[CH3:3].[F:17][C:18]([F:31])([F:30])[C:19]1[CH:20]=[C:21]([CH:23]=[C:24]([C:26]([F:29])([F:28])[F:27])[CH:25]=1)[NH2:22]. No catalyst specified. The product is [C:1]([C:6]1[CH:7]=[CH:8][C:9]([O:15][CH3:16])=[C:10]([CH:14]=1)[C:11]([NH:22][C:21]1[CH:23]=[C:24]([C:26]([F:27])([F:28])[F:29])[CH:25]=[C:19]([C:18]([F:17])([F:30])[F:31])[CH:20]=1)=[O:13])(=[O:5])[CH:2]([CH3:3])[CH3:4]. The yield is 0.614. (5) The reactants are C(OC([N:8]1[CH:12]=[C:11]([CH2:13][CH2:14][O:15][C:16]2[CH:25]=[CH:24][C:23]3[C:22](=[O:26])[CH2:21][CH2:20][CH2:19][C:18]=3[CH:17]=2)[N:10]=[CH:9]1)=O)(C)(C)C.[S:27]1[CH:31]=[CH:30][C:29]([CH:32]=O)=[CH:28]1.CO. The catalyst is [OH-].[K+].CCO.C(Cl)Cl. The product is [NH:8]1[CH:12]=[C:11]([CH2:13][CH2:14][O:15][C:16]2[CH:17]=[C:18]3[C:23](=[CH:24][CH:25]=2)[C:22](=[O:26])[C:21](=[CH:32][C:29]2[CH:30]=[CH:31][S:27][CH:28]=2)[CH2:20][CH2:19]3)[N:10]=[CH:9]1. The yield is 0.590. (6) The reactants are [CH2:1]([N:8]1[C:13](=[O:14])[CH:12]=[C:11]([C:15]2[CH:20]=[CH:19][C:18]([Cl:21])=[CH:17][CH:16]=2)[C:10](O)=[N:9]1)[C:2]1[CH:7]=[CH:6][CH:5]=[CH:4][CH:3]=1.P(Cl)(Cl)([Cl:25])=O. No catalyst specified. The product is [CH2:1]([N:8]1[C:13](=[O:14])[CH:12]=[C:11]([C:15]2[CH:20]=[CH:19][C:18]([Cl:21])=[CH:17][CH:16]=2)[C:10]([Cl:25])=[N:9]1)[C:2]1[CH:7]=[CH:6][CH:5]=[CH:4][CH:3]=1. The yield is 0.690.